This data is from NCI-60 drug combinations with 297,098 pairs across 59 cell lines. The task is: Regression. Given two drug SMILES strings and cell line genomic features, predict the synergy score measuring deviation from expected non-interaction effect. (1) Drug 1: C1=CC(=C2C(=C1NCCNCCO)C(=O)C3=C(C=CC(=C3C2=O)O)O)NCCNCCO. Drug 2: CN(CCCl)CCCl.Cl. Cell line: RXF 393. Synergy scores: CSS=26.4, Synergy_ZIP=-4.91, Synergy_Bliss=-1.40, Synergy_Loewe=1.40, Synergy_HSA=2.84. (2) Drug 1: CCC(=C(C1=CC=CC=C1)C2=CC=C(C=C2)OCCN(C)C)C3=CC=CC=C3.C(C(=O)O)C(CC(=O)O)(C(=O)O)O. Drug 2: C#CCC(CC1=CN=C2C(=N1)C(=NC(=N2)N)N)C3=CC=C(C=C3)C(=O)NC(CCC(=O)O)C(=O)O. Cell line: NCI-H522. Synergy scores: CSS=60.6, Synergy_ZIP=2.63, Synergy_Bliss=0.111, Synergy_Loewe=-29.3, Synergy_HSA=-0.643. (3) Drug 1: CC1=C2C(C(=O)C3(C(CC4C(C3C(C(C2(C)C)(CC1OC(=O)C(C(C5=CC=CC=C5)NC(=O)OC(C)(C)C)O)O)OC(=O)C6=CC=CC=C6)(CO4)OC(=O)C)O)C)O. Drug 2: CC1=C(C(=CC=C1)Cl)NC(=O)C2=CN=C(S2)NC3=CC(=NC(=N3)C)N4CCN(CC4)CCO. Cell line: NCI-H460. Synergy scores: CSS=2.21, Synergy_ZIP=-0.327, Synergy_Bliss=0.156, Synergy_Loewe=-0.373, Synergy_HSA=-0.462. (4) Drug 1: C1=NC2=C(N1)C(=S)N=C(N2)N. Drug 2: COC1=NC(=NC2=C1N=CN2C3C(C(C(O3)CO)O)O)N. Cell line: NCI-H322M. Synergy scores: CSS=28.6, Synergy_ZIP=-9.56, Synergy_Bliss=-4.00, Synergy_Loewe=-39.9, Synergy_HSA=-4.54. (5) Drug 1: CC1C(C(=O)NC(C(=O)N2CCCC2C(=O)N(CC(=O)N(C(C(=O)O1)C(C)C)C)C)C(C)C)NC(=O)C3=C4C(=C(C=C3)C)OC5=C(C(=O)C(=C(C5=N4)C(=O)NC6C(OC(=O)C(N(C(=O)CN(C(=O)C7CCCN7C(=O)C(NC6=O)C(C)C)C)C)C(C)C)C)N)C. Drug 2: C1CN(CCN1C(=O)CCBr)C(=O)CCBr. Cell line: M14. Synergy scores: CSS=11.7, Synergy_ZIP=-3.05, Synergy_Bliss=4.72, Synergy_Loewe=0.412, Synergy_HSA=2.48. (6) Drug 1: C1C(C(OC1N2C=C(C(=O)NC2=O)F)CO)O. Drug 2: COC1=C2C(=CC3=C1OC=C3)C=CC(=O)O2. Cell line: T-47D. Synergy scores: CSS=2.31, Synergy_ZIP=0.547, Synergy_Bliss=1.87, Synergy_Loewe=0.689, Synergy_HSA=-0.734. (7) Drug 1: CS(=O)(=O)C1=CC(=C(C=C1)C(=O)NC2=CC(=C(C=C2)Cl)C3=CC=CC=N3)Cl. Drug 2: CC12CCC(CC1=CCC3C2CCC4(C3CC=C4C5=CN=CC=C5)C)O. Cell line: RPMI-8226. Synergy scores: CSS=15.9, Synergy_ZIP=4.27, Synergy_Bliss=9.99, Synergy_Loewe=-11.7, Synergy_HSA=3.51. (8) Drug 1: CC1CCC2CC(C(=CC=CC=CC(CC(C(=O)C(C(C(=CC(C(=O)CC(OC(=O)C3CCCCN3C(=O)C(=O)C1(O2)O)C(C)CC4CCC(C(C4)OC)OCCO)C)C)O)OC)C)C)C)OC. Drug 2: CS(=O)(=O)OCCCCOS(=O)(=O)C. Cell line: OVCAR-4. Synergy scores: CSS=9.76, Synergy_ZIP=-7.59, Synergy_Bliss=-4.38, Synergy_Loewe=-2.26, Synergy_HSA=-2.20. (9) Drug 1: C1=CC(=CC=C1CCCC(=O)O)N(CCCl)CCCl. Drug 2: C1CNP(=O)(OC1)N(CCCl)CCCl. Cell line: SN12C. Synergy scores: CSS=16.8, Synergy_ZIP=-2.27, Synergy_Bliss=0.242, Synergy_Loewe=-18.1, Synergy_HSA=-1.68. (10) Drug 1: CCC(=C(C1=CC=CC=C1)C2=CC=C(C=C2)OCCN(C)C)C3=CC=CC=C3.C(C(=O)O)C(CC(=O)O)(C(=O)O)O. Drug 2: C1=NC2=C(N=C(N=C2N1C3C(C(C(O3)CO)O)F)Cl)N. Cell line: SW-620. Synergy scores: CSS=0.140, Synergy_ZIP=0.185, Synergy_Bliss=1.11, Synergy_Loewe=-3.06, Synergy_HSA=-2.24.